From a dataset of Full USPTO retrosynthesis dataset with 1.9M reactions from patents (1976-2016). Predict the reactants needed to synthesize the given product. (1) Given the product [Br:1][C:2]1[CH:3]=[CH:4][C:5]([Cl:9])=[C:6]([O:8][CH2:18][C:17]2[CH:20]=[CH:21][C:14]([O:13][CH3:12])=[CH:15][CH:16]=2)[CH:7]=1, predict the reactants needed to synthesize it. The reactants are: [Br:1][C:2]1[CH:3]=[CH:4][C:5]([Cl:9])=[C:6]([OH:8])[CH:7]=1.[H-].[Na+].[CH3:12][O:13][C:14]1[CH:21]=[CH:20][C:17]([CH2:18]Br)=[CH:16][CH:15]=1. (2) Given the product [F:51][C:52]1[CH:53]=[C:54]2[C:58](=[CH:59][CH:60]=1)[N:57]([NH:61][C:14]([C:11]1[CH:12]=[N:13][C:8]([C:4]3[CH:5]=[CH:6][CH:7]=[C:2]([F:1])[CH:3]=3)=[N:9][CH:10]=1)=[O:16])[C:56]([CH3:62])=[CH:55]2, predict the reactants needed to synthesize it. The reactants are: [F:1][C:2]1[CH:3]=[C:4]([C:8]2[N:13]=[CH:12][C:11]([C:14]([OH:16])=O)=[CH:10][N:9]=2)[CH:5]=[CH:6][CH:7]=1.C1C=NC2N(O)N=NC=2C=1.CN(C(ON1N=NC2C=CC=NC1=2)=[N+](C)C)C.F[P-](F)(F)(F)(F)F.[F:51][C:52]1[CH:53]=[C:54]2[C:58](=[CH:59][CH:60]=1)[N:57]([NH2:61])[C:56]([CH3:62])=[CH:55]2.CCN(C(C)C)C(C)C. (3) Given the product [CH3:29][C:19]1[CH:18]=[CH:17][CH:16]=[C:15]2[C:20]=1[N:21]=[C:22]([C:23]1[CH:28]=[CH:27][CH:26]=[CH:25][CH:24]=1)[C:13]([C:2](=[O:1])[CH3:3])=[N:14]2, predict the reactants needed to synthesize it. The reactants are: [O:1]1CCC[CH2:3][CH:2]1OC(C)C#N.Cl[C:13]1[C:22]([C:23]2[CH:28]=[CH:27][CH:26]=[CH:25][CH:24]=2)=[N:21][C:20]2[C:15](=[CH:16][CH:17]=[CH:18][C:19]=2[CH3:29])[N:14]=1.[Li+].CC([N-]C(C)C)C.C(O)(=O)C. (4) The reactants are: Cl[C:2]1[N:6]([CH2:7][C:8]([O:10][CH3:11])=[O:9])[C:5]2[CH:12]=[CH:13][CH:14]=[CH:15][C:4]=2[N:3]=1.NC(N)=[S:18]. Given the product [SH:18][C:2]1[N:6]([CH2:7][C:8]([O:10][CH3:11])=[O:9])[C:5]2[CH:12]=[CH:13][CH:14]=[CH:15][C:4]=2[N:3]=1, predict the reactants needed to synthesize it. (5) Given the product [C:27]([O:31][C:32](=[O:41])[CH2:33][CH2:34][CH2:35][CH2:36][CH2:37][CH2:38][CH2:39][I:25])([CH3:30])([CH3:29])[CH3:28], predict the reactants needed to synthesize it. The reactants are: N1C=CN=C1.C1(P(C2C=CC=CC=2)C2C=CC=CC=2)C=CC=CC=1.[I:25]I.[C:27]([O:31][C:32](=[O:41])[CH2:33][CH2:34][CH2:35][CH2:36][CH2:37][CH2:38][CH2:39]O)([CH3:30])([CH3:29])[CH3:28]. (6) Given the product [C:3]([C:7]1[CH:12]=[CH:11][CH:10]=[CH:9][C:8]=1[N:13]1[CH2:18][CH2:17][N:16]([C:29]([C:21]2[C:20](=[O:19])[N:25]3[CH:26]=[CH:27][S:28][C:24]3=[N:23][CH:22]=2)=[O:30])[CH2:15][CH2:14]1)([CH3:6])([CH3:4])[CH3:5], predict the reactants needed to synthesize it. The reactants are: Cl.Cl.[C:3]([C:7]1[CH:12]=[CH:11][CH:10]=[CH:9][C:8]=1[N:13]1[CH2:18][CH2:17][NH:16][CH2:15][CH2:14]1)([CH3:6])([CH3:5])[CH3:4].[O:19]=[C:20]1[N:25]2[CH:26]=[CH:27][S:28][C:24]2=[N:23][CH:22]=[C:21]1[C:29](O)=[O:30].Cl.C(N=C=NCCCN(C)C)C.O.ON1C2C=CC=CC=2N=N1. (7) Given the product [CH3:1][O:2][C:3]1[CH:8]=[CH:7][C:6]([CH2:9][C:22]([O:15][CH2:16][CH3:19])=[O:24])=[CH:5][CH:4]=1, predict the reactants needed to synthesize it. The reactants are: [CH3:1][O:2][C:3]1[CH:8]=[CH:7][C:6]([CH3:9])=[CH:5][CH:4]=1.C(O[O:15][C:16]([CH3:19])(C)C)(C)(C)C.[C]=O.[CH2:22]([OH:24])C. (8) Given the product [Cl:1][C:2]1[C:3]([CH:10]=[O:11])=[N:4][CH:5]=[C:6]([S:8][CH3:9])[N:7]=1, predict the reactants needed to synthesize it. The reactants are: [Cl:1][C:2]1[C:3]([C:10](N(OC)C)=[O:11])=[N:4][CH:5]=[C:6]([S:8][CH3:9])[N:7]=1.CC(C[AlH]CC(C)C)C.Cl. (9) Given the product [ClH:42].[ClH:42].[ClH:42].[CH:26]1[C:27]2[C:32](=[CH:31][CH:30]=[CH:29][CH:28]=2)[CH:33]=[CH:34][C:25]=1[C:23]1[C:22]([NH2:35])=[N:21][CH:20]=[C:19]([C:17]2[CH:16]=[N:15][N:14]([CH:11]3[CH2:10][CH2:9][NH:8][CH2:13][CH2:12]3)[CH:18]=2)[CH:24]=1, predict the reactants needed to synthesize it. The reactants are: C(OC([N:8]1[CH2:13][CH2:12][CH:11]([N:14]2[CH:18]=[C:17]([C:19]3[CH:20]=[N:21][C:22]([NH2:35])=[C:23]([C:25]4[CH:34]=[CH:33][C:32]5[C:27](=[CH:28][CH:29]=[CH:30][CH:31]=5)[CH:26]=4)[CH:24]=3)[CH:16]=[N:15]2)[CH2:10][CH2:9]1)=O)(C)(C)C.O1CCOCC1.[ClH:42]. (10) Given the product [Cl:1][C:2]1[CH:3]=[CH:4][C:5]([C:20]#[N:21])=[C:6]([C:8]2[CH:13]=[CH:12][N:11]([CH:14]([CH3:18])[C:15]([NH:22][C:23]3[CH:32]=[CH:31][C:26]([C:27]([O:29][CH3:30])=[O:28])=[C:25]([CH3:33])[CH:24]=3)=[O:17])[C:10](=[O:19])[CH:9]=2)[CH:7]=1, predict the reactants needed to synthesize it. The reactants are: [Cl:1][C:2]1[CH:3]=[CH:4][C:5]([C:20]#[N:21])=[C:6]([C:8]2[CH:13]=[CH:12][N:11]([CH:14]([CH3:18])[C:15]([OH:17])=O)[C:10](=[O:19])[CH:9]=2)[CH:7]=1.[NH2:22][C:23]1[CH:32]=[CH:31][C:26]([C:27]([O:29][CH3:30])=[O:28])=[C:25]([CH3:33])[CH:24]=1.